From a dataset of Catalyst prediction with 721,799 reactions and 888 catalyst types from USPTO. Predict which catalyst facilitates the given reaction. (1) Reactant: C(OP([CH2:9][C:10]([O:12][CH3:13])=[O:11])(OCC)=O)C.C[O-].[Na+].[CH3:17][C:18](=O)[CH2:19][CH3:20]. Product: [CH3:13][O:12][C:10](=[O:11])[CH:9]=[C:18]([CH3:17])[CH2:19][CH3:20]. The catalyst class is: 6. (2) Reactant: C([Li])CCC.[CH3:6][N:7]1[CH:11]=[CH:10][N:9]=[N:8]1.[Cl:12][C:13]1[C:22]2[C:17](=[CH:18][CH:19]=[C:20]([C:23]([C:25]3[N:29]([CH3:30])[C:28]([CH3:31])=[N:27][CH:26]=3)=[O:24])[CH:21]=2)[N:16]=[C:15]([CH2:32][CH3:33])[C:14]=1[CH2:34][C:35]1[CH:40]=[CH:39][C:38]([C:41]([F:44])([F:43])[F:42])=[CH:37][CH:36]=1. Product: [Cl:12][C:13]1[C:22]2[C:17](=[CH:18][CH:19]=[C:20]([C:23]([C:25]3[N:29]([CH3:30])[C:28]([CH3:31])=[N:27][CH:26]=3)([C:11]3[N:7]([CH3:6])[N:8]=[N:9][CH:10]=3)[OH:24])[CH:21]=2)[N:16]=[C:15]([CH2:32][CH3:33])[C:14]=1[CH2:34][C:35]1[CH:36]=[CH:37][C:38]([C:41]([F:43])([F:42])[F:44])=[CH:39][CH:40]=1. The catalyst class is: 7. (3) Reactant: FC(F)(F)S(O[C:7]1[CH2:8][CH2:9][N:10]([C:13]([O:15][C:16]([CH3:19])([CH3:18])[CH3:17])=[O:14])[CH2:11][CH:12]=1)(=O)=O.[B:22]1([B:22]2[O:26][C:25]([CH3:28])([CH3:27])[C:24]([CH3:30])([CH3:29])[O:23]2)[O:26][C:25]([CH3:28])([CH3:27])[C:24]([CH3:30])([CH3:29])[O:23]1.C([O-])(=O)C.[K+]. Product: [C:16]([O:15][C:13]([N:10]1[CH2:11][CH:12]=[C:7]([B:22]2[O:26][C:25]([CH3:28])([CH3:27])[C:24]([CH3:30])([CH3:29])[O:23]2)[CH2:8][CH2:9]1)=[O:14])([CH3:19])([CH3:18])[CH3:17]. The catalyst class is: 12.